The task is: Predict which catalyst facilitates the given reaction.. This data is from Catalyst prediction with 721,799 reactions and 888 catalyst types from USPTO. The catalyst class is: 5. Reactant: [CH3:1][C:2]1[C:6]2[C:7](=[O:19])[N:8]([CH2:12][CH2:13][N:14]3[CH2:18][CH2:17][CH2:16][CH2:15]3)[CH2:9][CH2:10][CH2:11][C:5]=2[NH:4][C:3]=1[CH:20]=O.[F:22][C:23]1[C:28]([F:29])=[CH:27][CH:26]=[CH:25][C:24]=1[C:30]1[CH:38]=[CH:37][CH:36]=[C:35]2[C:31]=1[CH2:32][C:33](=[O:39])[NH:34]2.N1CCCCC1. Product: [F:22][C:23]1[C:28]([F:29])=[CH:27][CH:26]=[CH:25][C:24]=1[C:30]1[CH:38]=[CH:37][CH:36]=[C:35]2[C:31]=1[C:32](=[CH:20][C:3]1[NH:4][C:5]3[CH2:11][CH2:10][CH2:9][N:8]([CH2:12][CH2:13][N:14]4[CH2:15][CH2:16][CH2:17][CH2:18]4)[C:7](=[O:19])[C:6]=3[C:2]=1[CH3:1])[C:33](=[O:39])[NH:34]2.